From a dataset of Forward reaction prediction with 1.9M reactions from USPTO patents (1976-2016). Predict the product of the given reaction. (1) Given the reactants [I:1][C:2]1[CH:6]=[CH:5][NH:4][N:3]=1.[H-].[Na+].Cl[C:10]1[CH:15]=[CH:14][N:13]=[C:12]([C:16]#[N:17])[N:11]=1, predict the reaction product. The product is: [I:1][C:2]1[CH:6]=[CH:5][N:4]([C:10]2[CH:15]=[CH:14][N:13]=[C:12]([C:16]#[N:17])[N:11]=2)[N:3]=1. (2) Given the reactants [CH3:1][S:2]([C:5]1[CH:10]=[CH:9][C:8]([NH:11][C:12]2[C:17]([N+:18]([O-:20])=[O:19])=[C:16]([O:21][CH:22]3[CH2:27][CH2:26][NH:25][CH2:24][CH2:23]3)[N:15]=[CH:14][N:13]=2)=[CH:7][CH:6]=1)(=[O:4])=[O:3].[CH3:28][CH:29]([CH3:33])[CH2:30][CH:31]=O.[BH4-].[Na+], predict the reaction product. The product is: [CH3:1][S:2]([C:5]1[CH:10]=[CH:9][C:8]([NH:11][C:12]2[C:17]([N+:18]([O-:20])=[O:19])=[C:16]([O:21][CH:22]3[CH2:27][CH2:26][N:25]([CH2:31][CH2:30][CH:29]([CH3:33])[CH3:28])[CH2:24][CH2:23]3)[N:15]=[CH:14][N:13]=2)=[CH:7][CH:6]=1)(=[O:4])=[O:3].